From a dataset of Forward reaction prediction with 1.9M reactions from USPTO patents (1976-2016). Predict the product of the given reaction. (1) Given the reactants C[O:2][C:3](=[O:30])[CH2:4][C:5]1[CH:6]=[C:7]([C:13]2[CH:18]=[CH:17][C:16]([C:19]([F:22])([F:21])[F:20])=[CH:15][C:14]=2[CH2:23][NH:24][CH2:25][C:26]([F:29])([F:28])[F:27])[C:8]([O:11][CH3:12])=[CH:9][CH:10]=1.[C:31](Cl)(=[O:33])[CH3:32], predict the reaction product. The product is: [C:31]([N:24]([CH2:23][C:14]1[CH:15]=[C:16]([C:19]([F:20])([F:21])[F:22])[CH:17]=[CH:18][C:13]=1[C:7]1[C:8]([O:11][CH3:12])=[CH:9][CH:10]=[C:5]([CH2:4][C:3]([OH:2])=[O:30])[CH:6]=1)[CH2:25][C:26]([F:29])([F:27])[F:28])(=[O:33])[CH3:32]. (2) Given the reactants [OH:1][CH2:2][C:3]1[CH:4]=[C:5]([NH:10][C:11](=[O:26])[C:12]2[CH:17]=[CH:16][C:15]([CH2:18][N:19]3[CH2:24][CH2:23][N:22]([CH3:25])[CH2:21][CH2:20]3)=[CH:14][CH:13]=2)[CH:6]=[CH:7][C:8]=1[CH3:9].CC(OI1(OC(C)=O)(OC(C)=O)OC(=O)C2C=CC=CC1=2)=O, predict the reaction product. The product is: [CH:2]([C:3]1[CH:4]=[C:5]([NH:10][C:11](=[O:26])[C:12]2[CH:13]=[CH:14][C:15]([CH2:18][N:19]3[CH2:24][CH2:23][N:22]([CH3:25])[CH2:21][CH2:20]3)=[CH:16][CH:17]=2)[CH:6]=[CH:7][C:8]=1[CH3:9])=[O:1]. (3) Given the reactants [Br:1][C:2]1[N:7]2[CH:8]=[CH:9][N:10]=[C:6]2[C:5](Br)=[N:4][CH:3]=1.[Si:12]([O:19][CH2:20][C:21]1[S:25][C:24]([NH2:26])=[N:23][CH:22]=1)([C:15]([CH3:18])([CH3:17])[CH3:16])([CH3:14])[CH3:13], predict the reaction product. The product is: [Br:1][C:2]1[N:7]2[CH:8]=[CH:9][N:10]=[C:6]2[C:5]([NH:26][C:24]2[S:25][C:21]([CH2:20][O:19][Si:12]([C:15]([CH3:18])([CH3:17])[CH3:16])([CH3:13])[CH3:14])=[CH:22][N:23]=2)=[N:4][CH:3]=1. (4) Given the reactants [CH:1]1([N:4]([CH2:35][C:36]2[CH:41]=[CH:40][CH:39]=[C:38]([CH3:42])[C:37]=2[CH3:43])[C:5]([CH:7]2[C@@H:12]([NH:13][C:14](=[O:34])[C:15]3[CH:20]=[CH:19][C:18]([O:21][CH2:22][CH2:23][O:24][C:25]4[C:30]([Cl:31])=[CH:29][C:28]([CH3:32])=[CH:27][C:26]=4[Cl:33])=[CH:17][CH:16]=3)[CH2:11][CH2:10][NH:9][CH2:8]2)=[O:6])[CH2:3][CH2:2]1.[S:44](=[O:48])(=[O:47])([OH:46])[OH:45], predict the reaction product. The product is: [S:44](=[O:46])(=[O:45])([OH:48])[OH:47].[CH:1]1([N:4]([CH2:35][C:36]2[CH:41]=[CH:40][CH:39]=[C:38]([CH3:42])[C:37]=2[CH3:43])[C:5]([CH:7]2[C@@H:12]([NH:13][C:14](=[O:34])[C:15]3[CH:20]=[CH:19][C:18]([O:21][CH2:22][CH2:23][O:24][C:25]4[C:26]([Cl:33])=[CH:27][C:28]([CH3:32])=[CH:29][C:30]=4[Cl:31])=[CH:17][CH:16]=3)[CH2:11][CH2:10][NH:9][CH2:8]2)=[O:6])[CH2:3][CH2:2]1.